This data is from Peptide-MHC class I binding affinity with 185,985 pairs from IEDB/IMGT. The task is: Regression. Given a peptide amino acid sequence and an MHC pseudo amino acid sequence, predict their binding affinity value. This is MHC class I binding data. (1) The binding affinity (normalized) is 0.463. The peptide sequence is PIGMQFDKV. The MHC is HLA-A02:02 with pseudo-sequence HLA-A02:02. (2) The peptide sequence is VPHAKRQDV. The MHC is HLA-B51:01 with pseudo-sequence HLA-B51:01. The binding affinity (normalized) is 0.0326. (3) The peptide sequence is ALPGPDGVV. The MHC is HLA-A02:01 with pseudo-sequence HLA-A02:01. The binding affinity (normalized) is 0.416. (4) The peptide sequence is TVDSSQGSEY. The MHC is HLA-A24:02 with pseudo-sequence HLA-A24:02. The binding affinity (normalized) is 0. (5) The peptide sequence is STHAVRITWY. The MHC is Mamu-A02 with pseudo-sequence Mamu-A02. The binding affinity (normalized) is 0.960. (6) The peptide sequence is SSQVLQQSTY. The MHC is HLA-A24:02 with pseudo-sequence HLA-A24:02. The binding affinity (normalized) is 0.0156. (7) The peptide sequence is KSFSAGMFH. The MHC is HLA-A02:19 with pseudo-sequence HLA-A02:19. The binding affinity (normalized) is 0.0847. (8) The peptide sequence is ILLEPVHGV. The MHC is HLA-A02:01 with pseudo-sequence HLA-A02:01. The binding affinity (normalized) is 0.617. (9) The peptide sequence is KMNYQVNGY. The MHC is HLA-A24:02 with pseudo-sequence HLA-A24:02. The binding affinity (normalized) is 0. (10) The peptide sequence is PVKRIIDSEV. The MHC is HLA-A02:01 with pseudo-sequence HLA-A02:01. The binding affinity (normalized) is 0.0362.